From a dataset of Forward reaction prediction with 1.9M reactions from USPTO patents (1976-2016). Predict the product of the given reaction. (1) Given the reactants Br[CH2:2][C:3]1[CH:4]=[CH:5][C:6]2[C:12]3[S:13][C:14]([C:16]([N:18]([C:20]4[CH:25]=[CH:24][CH:23]=[CH:22][C:21]=4[Cl:26])[CH3:19])=[O:17])=[CH:15][C:11]=3[CH2:10][CH2:9][O:8][C:7]=2[CH:27]=1.[CH3:28][N:29]([CH3:33])[CH2:30][CH2:31][NH2:32], predict the reaction product. The product is: [Cl:26][C:21]1[CH:22]=[CH:23][CH:24]=[CH:25][C:20]=1[N:18]([CH3:19])[C:16]([C:14]1[S:13][C:12]2[C:6]3[CH:5]=[CH:4][C:3]([CH2:2][NH:32][CH2:31][CH2:30][N:29]([CH3:33])[CH3:28])=[CH:27][C:7]=3[O:8][CH2:9][CH2:10][C:11]=2[CH:15]=1)=[O:17]. (2) Given the reactants [OH:1][S:2]([OH:5])(=O)=[O:3].[Cl:6][C:7]1[C:16]2[C:11](=[CH:12][C:13]([O:17][CH3:18])=[CH:14][CH:15]=2)[CH:10]=[CH:9][N:8]=1.C([O-])(O)=O.[Na+], predict the reaction product. The product is: [Cl:6][C:7]1[C:16]2[CH:15]=[CH:14][C:13]([O:17][CH3:18])=[C:12]([S:2]([OH:5])(=[O:3])=[O:1])[C:11]=2[CH:10]=[CH:9][N:8]=1.